This data is from Full USPTO retrosynthesis dataset with 1.9M reactions from patents (1976-2016). The task is: Predict the reactants needed to synthesize the given product. (1) Given the product [Br:21][C:17]1[C:16]2[CH:20]=[C:12]([C:23]([OH:26])=[O:24])[CH:13]=[CH:14][C:15]=2[O:19][CH:18]=1, predict the reactants needed to synthesize it. The reactants are: Cl.[C@H]12N[C@H](CC1)C[C@H]2NC([C:12]1[CH:13]=[CH:14][C:15]2[O:19][CH:18]=[CH:17][C:16]=2[CH:20]=1)=O.[Br:21]Br.[C:23]([O-:26])(O)=[O:24].[Na+].C(=O)([O-])[O-].[K+].[K+]. (2) Given the product [F:1][C:2]1[CH:3]=[C:4]([CH:5]=[CH:6][CH:7]=1)[NH:8][C:9]([NH:10][N:11]=[C:22]1[C:21]2[C:16](=[CH:17][CH:18]=[C:19]([S:24][CH2:25][CH2:26][CH2:27][C:28]3[CH:29]=[CH:30][C:31]([C:32]([OH:34])=[O:33])=[CH:35][CH:36]=3)[CH:20]=2)[N:15]([CH2:37][CH2:38][CH2:39][CH2:40][CH2:41][CH3:42])[C:14]1=[O:13])=[O:12], predict the reactants needed to synthesize it. The reactants are: [F:1][C:2]1[CH:3]=[C:4]([NH:8][C:9](=[O:12])[NH:10][NH2:11])[CH:5]=[CH:6][CH:7]=1.[O:13]=[C:14]1[C:22](=O)[C:21]2[C:16](=[CH:17][CH:18]=[C:19]([S:24][CH2:25][CH2:26][CH2:27][C:28]3[CH:36]=[CH:35][C:31]([C:32]([OH:34])=[O:33])=[CH:30][CH:29]=3)[CH:20]=2)[N:15]1[CH2:37][CH2:38][CH2:39][CH2:40][CH2:41][CH3:42]. (3) The reactants are: Br[CH2:2][C:3]1[C:26]([Cl:27])=[CH:25][C:6]2[C:7]([N:10]([C:18]([O:20][C:21]([CH3:24])([CH3:23])[CH3:22])=[O:19])[C:11](=[O:17])[O:12][C:13]([CH3:16])([CH3:15])[CH3:14])=[N:8][O:9][C:5]=2[CH:4]=1.C([O-])([O-])=O.[K+].[K+].[CH3:34][C:35]1([CH3:46])[CH2:44][CH2:43][C:42]2[C:37](=[CH:38][CH:39]=[C:40]([OH:45])[CH:41]=2)[O:36]1. Given the product [C:13]([O:12][C:11]([N:10]([C:7]1[C:6]2[CH:25]=[C:26]([Cl:27])[C:3]([CH2:2][O:45][C:40]3[CH:39]=[CH:38][C:37]4[O:36][C:35]([CH3:34])([CH3:46])[CH2:44][CH2:43][C:42]=4[CH:41]=3)=[CH:4][C:5]=2[O:9][N:8]=1)[C:18](=[O:19])[O:20][C:21]([CH3:24])([CH3:22])[CH3:23])=[O:17])([CH3:15])([CH3:16])[CH3:14], predict the reactants needed to synthesize it. (4) Given the product [CH2:15]([N:17]([CH2:18][CH3:19])[C:12](=[O:14])[CH2:11][CH2:10][C:8]1[CH:9]=[C:4]2[CH:3]=[CH:2][NH:1][C:5]2=[N:6][CH:7]=1)[CH3:16], predict the reactants needed to synthesize it. The reactants are: [NH:1]1[C:5]2=[N:6][CH:7]=[C:8]([CH2:10][CH2:11][C:12]([OH:14])=O)[CH:9]=[C:4]2[CH:3]=[CH:2]1.[CH2:15]([NH:17][CH2:18][CH3:19])[CH3:16].Cl.CN(C)CCCN=C=NCC. (5) Given the product [F:1][C:2]1[CH:47]=[CH:46][CH:45]=[C:44]([F:48])[C:3]=1[C:4]([NH:6][C:7]1[CH:12]=[CH:11][CH:10]=[C:9]([C:13]2[C:21]([C:22]3[CH:27]=[CH:26][N:25]=[C:24]([NH:28][C:29]4[CH:34]=[CH:33][CH:32]=[C:31]([CH2:35][NH:36][CH3:37])[CH:30]=4)[N:23]=3)=[C:16]3[CH:17]=[CH:18][CH:19]=[CH:20][N:15]3[N:14]=2)[CH:8]=1)=[O:5], predict the reactants needed to synthesize it. The reactants are: [F:1][C:2]1[CH:47]=[CH:46][CH:45]=[C:44]([F:48])[C:3]=1[C:4]([NH:6][C:7]1[CH:12]=[CH:11][CH:10]=[C:9]([C:13]2[C:21]([C:22]3[CH:27]=[CH:26][N:25]=[C:24]([NH:28][C:29]4[CH:34]=[CH:33][CH:32]=[C:31]([CH2:35][N:36](C)[C:37](=O)C(F)(F)F)[CH:30]=4)[N:23]=3)=[C:16]3[CH:17]=[CH:18][CH:19]=[CH:20][N:15]3[N:14]=2)[CH:8]=1)=[O:5].O[Li].O.